Dataset: PAMPA (Parallel Artificial Membrane Permeability Assay) permeability data from NCATS. Task: Regression/Classification. Given a drug SMILES string, predict its absorption, distribution, metabolism, or excretion properties. Task type varies by dataset: regression for continuous measurements (e.g., permeability, clearance, half-life) or binary classification for categorical outcomes (e.g., BBB penetration, CYP inhibition). Dataset: pampa_ncats. The drug is CCOC1=CC=C(C=C1)C2C3=C(C(=O)N2CCCN(C)C)OC4=C(C3=O)C=C(C=C4)C. The result is 1 (high permeability).